This data is from Full USPTO retrosynthesis dataset with 1.9M reactions from patents (1976-2016). The task is: Predict the reactants needed to synthesize the given product. (1) Given the product [F:11][C:12]1[CH:13]=[C:14]([N+:19]([O-:21])=[O:20])[CH:15]=[CH:16][C:17]=1[O:1][C:2]1[CH:3]=[C:4]2[C:8](=[CH:9][CH:10]=1)[NH:7][N:6]=[CH:5]2, predict the reactants needed to synthesize it. The reactants are: [OH:1][C:2]1[CH:3]=[C:4]2[C:8](=[CH:9][CH:10]=1)[NH:7][N:6]=[CH:5]2.[F:11][C:12]1[CH:13]=[C:14]([N+:19]([O-:21])=[O:20])[CH:15]=[CH:16][C:17]=1F.C(=O)([O-])[O-].[K+].[K+]. (2) Given the product [Si:6]([O:5][CH2:4][CH2:3][CH2:2][N:19]1[CH2:18][CH2:17][N:16]([C:20]([O:22][C:23]([CH3:25])([CH3:24])[CH3:26])=[O:21])[CH2:15][C:14]1=[O:13])([C:9]([CH3:12])([CH3:11])[CH3:10])([CH3:8])[CH3:7], predict the reactants needed to synthesize it. The reactants are: Br[CH2:2][CH2:3][CH2:4][O:5][Si:6]([C:9]([CH3:12])([CH3:11])[CH3:10])([CH3:8])[CH3:7].[O:13]=[C:14]1[NH:19][CH2:18][CH2:17][N:16]([C:20]([O:22][C:23]([CH3:26])([CH3:25])[CH3:24])=[O:21])[CH2:15]1.[OH-].[K+]. (3) Given the product [F:1][C:2]1[CH:20]=[C:19]([F:21])[CH:18]=[CH:17][C:3]=1[O:4][C:5]1[N:10]=[CH:9][C:8]2[CH:11]=[N:12][NH:13][C:7]=2[CH:6]=1, predict the reactants needed to synthesize it. The reactants are: [F:1][C:2]1[CH:20]=[C:19]([F:21])[CH:18]=[CH:17][C:3]=1[O:4][C:5]1[N:10]=[CH:9][C:8]2[CH:11]=[N:12][N:13](C(=O)C)[C:7]=2[CH:6]=1.C([O-])(O)=O.[Na+]. (4) Given the product [CH2:20]([S:19][C:17]1[CH:18]=[C:13]2[C:12]([C:24]3[CH:25]=[N:26][NH:27][CH:28]=3)=[CH:11][NH:10][C:14]2=[N:15][CH:16]=1)[CH2:21][CH2:22][CH3:23], predict the reactants needed to synthesize it. The reactants are: C1(S([N:10]2[C:14]3=[N:15][CH:16]=[C:17]([S:19][CH2:20][CH2:21][CH2:22][CH3:23])[CH:18]=[C:13]3[C:12]([C:24]3[CH:25]=[N:26][NH:27][CH:28]=3)=[CH:11]2)(=O)=O)C=CC=CC=1.[OH-].[Na+]. (5) The reactants are: [CH:1](=O)/[CH:2]=[CH:3]/[C:4]1[CH:9]=[CH:8][CH:7]=[CH:6][CH:5]=1.[CH3:11][C:12]([C:14]1[CH:19]=[CH:18][C:17]([O:20][CH3:21])=[CH:16][CH:15]=1)=[O:13].[OH-].[Na+]. Given the product [CH3:21][O:20][C:17]1[CH:18]=[CH:19][C:14]([C:12](=[O:13])[CH:11]=[CH:1][CH:2]=[CH:3][C:4]2[CH:9]=[CH:8][CH:7]=[CH:6][CH:5]=2)=[CH:15][CH:16]=1, predict the reactants needed to synthesize it. (6) Given the product [OH:35][CH2:34][CH2:33][CH2:32][N:4]1[CH2:3][CH2:2][N:1]([C:7]2[CH:21]=[CH:20][CH:19]=[CH:18][C:8]=2[O:9][CH2:10][CH2:11][CH2:12][C:13]([O:15][CH2:16][CH3:17])=[O:14])[CH2:6][CH2:5]1, predict the reactants needed to synthesize it. The reactants are: [N:1]1([C:7]2[CH:21]=[CH:20][CH:19]=[CH:18][C:8]=2[O:9][CH2:10][CH2:11][CH2:12][C:13]([O:15][CH2:16][CH3:17])=[O:14])[CH2:6][CH2:5][NH:4][CH2:3][CH2:2]1.CCN(C(C)C)C(C)C.Br[CH2:32][CH2:33][CH2:34][OH:35]. (7) Given the product [CH3:33][CH:34]([CH3:39])[CH2:35][CH2:36][N:37]1[CH2:2][C:3]2[N:8]([C:9]3[CH:14]=[CH:13][CH:12]=[C:11]([C:15]([F:18])([F:17])[F:16])[CH:10]=3)[C:7](=[O:19])[NH:6][C@H:5]([C:20]3[CH:25]=[CH:24][C:23]([C:26]#[N:27])=[CH:22][CH:21]=3)[C:4]=2[C:28](=[O:30])[NH:38]1, predict the reactants needed to synthesize it. The reactants are: Br[CH2:2][C:3]1[N:8]([C:9]2[CH:14]=[CH:13][CH:12]=[C:11]([C:15]([F:18])([F:17])[F:16])[CH:10]=2)[C:7](=[O:19])[NH:6][C@H:5]([C:20]2[CH:25]=[CH:24][C:23]([C:26]#[N:27])=[CH:22][CH:21]=2)[C:4]=1[C:28]([O:30]CC)=O.[CH3:33][CH:34]([CH3:39])[CH2:35][CH2:36][NH:37][NH2:38]. (8) The reactants are: C(N(C(C)C)CC)(C)C.[Cl:10][C:11]1[N:19]=[C:18]2[C:14]([N:15]=[CH:16][N:17]2[C@H:20]2[C@@H:24]3[O:25][C:26]([CH3:29])([CH3:28])[O:27][C@@H:23]3[C@@H:22]([C:30](O)=[O:31])[O:21]2)=[C:13]([NH:33][CH:34]2[CH2:39][CH2:38][O:37][CH2:36][CH2:35]2)[N:12]=1.C(Cl)(=O)C(C)(C)C.[CH3:47][C:48]([CH3:54])([CH3:53])[C:49]([NH:51][NH2:52])=[O:50]. Given the product [CH3:47][C:48]([CH3:54])([CH3:53])[C:49]([NH:51][NH:52][C:30]([C@@H:22]1[C@@H:23]2[C@@H:24]([O:25][C:26]([CH3:28])([CH3:29])[O:27]2)[C@H:20]([N:17]2[CH:16]=[N:15][C:14]3[C:18]2=[N:19][C:11]([Cl:10])=[N:12][C:13]=3[NH:33][CH:34]2[CH2:39][CH2:38][O:37][CH2:36][CH2:35]2)[O:21]1)=[O:31])=[O:50], predict the reactants needed to synthesize it. (9) Given the product [I:17][CH2:18][C:19]([NH:5][C@H:4]1[C@@H:6]([OH:7])[C@H:8]([OH:9])[C@@H:10]([CH2:12][OH:13])[O:11][CH:3]1[OH:2])=[O:20], predict the reactants needed to synthesize it. The reactants are: Cl.[OH:2][CH:3]1[O:11][C@H:10]([CH2:12][OH:13])[C@@H:8]([OH:9])[C@H:6]([OH:7])[C@@H:4]1[NH2:5].C[O-].[Na+].[I:17][CH2:18][C:19](O[C:19](=[O:20])[CH2:18][I:17])=[O:20].C([O-])(O)=O.[Na+].